This data is from NCI-60 drug combinations with 297,098 pairs across 59 cell lines. The task is: Regression. Given two drug SMILES strings and cell line genomic features, predict the synergy score measuring deviation from expected non-interaction effect. (1) Synergy scores: CSS=9.82, Synergy_ZIP=1.81, Synergy_Bliss=7.18, Synergy_Loewe=7.04, Synergy_HSA=6.59. Cell line: M14. Drug 2: CC1C(C(=O)NC(C(=O)N2CCCC2C(=O)N(CC(=O)N(C(C(=O)O1)C(C)C)C)C)C(C)C)NC(=O)C3=C4C(=C(C=C3)C)OC5=C(C(=O)C(=C(C5=N4)C(=O)NC6C(OC(=O)C(N(C(=O)CN(C(=O)C7CCCN7C(=O)C(NC6=O)C(C)C)C)C)C(C)C)C)N)C. Drug 1: COC1=C(C=C2C(=C1)N=CN=C2NC3=CC(=C(C=C3)F)Cl)OCCCN4CCOCC4. (2) Drug 1: CC1=CC=C(C=C1)C2=CC(=NN2C3=CC=C(C=C3)S(=O)(=O)N)C(F)(F)F. Drug 2: C(CN)CNCCSP(=O)(O)O. Cell line: COLO 205. Synergy scores: CSS=2.88, Synergy_ZIP=1.93, Synergy_Bliss=5.47, Synergy_Loewe=2.25, Synergy_HSA=2.33.